Dataset: Full USPTO retrosynthesis dataset with 1.9M reactions from patents (1976-2016). Task: Predict the reactants needed to synthesize the given product. (1) Given the product [C:44]([O:48][C:49]([N:51]1[CH2:57][CH2:56][CH2:55][CH:54]([CH:58]([O:60][C:21]2[CH:43]=[CH:42][C:24]3[C:25]4[N:29]([CH2:30][CH2:31][O:32][C:23]=3[CH:22]=2)[CH:28]=[C:27]([C:33]2[N:34]([CH:39]([CH3:41])[CH3:40])[N:35]=[C:36]([CH3:38])[N:37]=2)[N:26]=4)[CH3:59])[CH2:53][CH2:52]1)=[O:50])([CH3:47])([CH3:46])[CH3:45], predict the reactants needed to synthesize it. The reactants are: C(OC(N1CCC(C(O[C:21]2[CH:43]=[CH:42][C:24]3[C:25]4[N:29]([CH2:30][CH2:31][O:32][C:23]=3[CH:22]=2)[CH:28]=[C:27]([C:33]2[N:34]([CH:39]([CH3:41])[CH3:40])[N:35]=[C:36]([CH3:38])[N:37]=2)[N:26]=4)CC)CC1)=O)C1C=CC=CC=1.[C:44]([O:48][C:49]([N:51]1[CH2:57][CH2:56][CH2:55][CH:54]([CH:58]([OH:60])[CH3:59])[CH2:53][CH2:52]1)=[O:50])([CH3:47])([CH3:46])[CH3:45].C1(P(C2C=CC=CC=2)C2C=CC=CC=2)C=CC=CC=1.CC(OC(/N=N/C(OC(C)C)=O)=O)C. (2) Given the product [Br:1][C:2]1[CH:3]=[C:4]([CH:5]=[CH:6][CH:7]=1)[CH2:8][C@@H:9]([C:10]([O:12][CH3:13])=[O:11])[NH:14][C:15]([O:17][C:18]([CH3:21])([CH3:20])[CH3:19])=[O:16], predict the reactants needed to synthesize it. The reactants are: [Br:1][C:2]1[CH:3]=[C:4](/[CH:8]=[C:9](\[NH:14][C:15]([O:17][C:18]([CH3:21])([CH3:20])[CH3:19])=[O:16])/[C:10]([O:12][CH3:13])=[O:11])[CH:5]=[CH:6][CH:7]=1.